Dataset: Catalyst prediction with 721,799 reactions and 888 catalyst types from USPTO. Task: Predict which catalyst facilitates the given reaction. (1) Reactant: [CH2:1]([C@H:8]([NH:38][C:39]([C@@H:41]([NH:46][C:47](=[O:50])[O:48][CH3:49])[C@@H:42]([CH3:45])[CH2:43][CH3:44])=[O:40])[CH2:9][C@H:10]([OH:37])[C@@H:11]([NH:19]C(OCC1C2C=CC=CC=2C2C1=CC=CC=2)=O)[CH2:12][C:13]1[CH:18]=[CH:17][CH:16]=[CH:15][CH:14]=1)[C:2]1[CH:7]=[CH:6][CH:5]=[CH:4][CH:3]=1.C(NCC)C. Product: [NH2:19][C@@H:11]([CH2:12][C:13]1[CH:14]=[CH:15][CH:16]=[CH:17][CH:18]=1)[C@@H:10]([OH:37])[CH2:9][C@@H:8]([NH:38][C:39]([C@@H:41]([NH:46][C:47](=[O:50])[O:48][CH3:49])[C@@H:42]([CH3:45])[CH2:43][CH3:44])=[O:40])[CH2:1][C:2]1[CH:7]=[CH:6][CH:5]=[CH:4][CH:3]=1. The catalyst class is: 3. (2) Reactant: [Br:1][C:2]1[N:7]=[CH:6][C:5]([CH:8]=[O:9])=[CH:4][CH:3]=1.[CH3:10][CH2:11]OCC.C1(C)C=CC=CC=1.C([Mg]Cl)C. Product: [Br:1][C:2]1[N:7]=[CH:6][C:5]([CH:8]([OH:9])[CH2:10][CH3:11])=[CH:4][CH:3]=1. The catalyst class is: 683. (3) Reactant: C(OC([NH:8][C:9]1[CH:14]=[CH:13][C:12]([C:15]2[CH:20]=[CH:19][C:18](/[CH:21]=[CH:22]/[C:23]3[N:24]([CH2:36][C:37]4[CH:45]=[CH:44][C:40]([C:41]([OH:43])=[O:42])=[CH:39][CH:38]=4)[CH:25]=[C:26]([C:28]4[CH:33]=[CH:32][C:31]([Cl:34])=[CH:30][C:29]=4[Cl:35])[N:27]=3)=[CH:17][CH:16]=2)=[CH:11][C:10]=1[O:46][CH3:47])=O)(C)(C)C.Cl. Product: [NH2:8][C:9]1[CH:14]=[CH:13][C:12]([C:15]2[CH:16]=[CH:17][C:18](/[CH:21]=[CH:22]/[C:23]3[N:24]([CH2:36][C:37]4[CH:38]=[CH:39][C:40]([C:41]([OH:43])=[O:42])=[CH:44][CH:45]=4)[CH:25]=[C:26]([C:28]4[CH:33]=[CH:32][C:31]([Cl:34])=[CH:30][C:29]=4[Cl:35])[N:27]=3)=[CH:19][CH:20]=2)=[CH:11][C:10]=1[O:46][CH3:47]. The catalyst class is: 12. (4) Reactant: [F:1][C:2]1[CH:10]=[C:9]([I:11])[CH:8]=[CH:7][C:3]=1[C:4]([NH2:6])=[O:5].C(Cl)(=O)[C:13](Cl)=[O:14]. Product: [F:1][C:2]1[CH:10]=[C:9]([I:11])[CH:8]=[CH:7][C:3]=1[C:4]([N:6]=[C:13]=[O:14])=[O:5]. The catalyst class is: 344.